This data is from Peptide-MHC class I binding affinity with 185,985 pairs from IEDB/IMGT. The task is: Regression. Given a peptide amino acid sequence and an MHC pseudo amino acid sequence, predict their binding affinity value. This is MHC class I binding data. (1) The peptide sequence is TVYAKFASL. The MHC is HLA-B08:01 with pseudo-sequence HLA-B08:01. The binding affinity (normalized) is 0.954. (2) The peptide sequence is EVATRFNTM. The MHC is HLA-A02:03 with pseudo-sequence HLA-A02:03. The binding affinity (normalized) is 0.0847. (3) The peptide sequence is WASRELERF. The MHC is HLA-B40:01 with pseudo-sequence HLA-B40:01. The binding affinity (normalized) is 0. (4) The peptide sequence is FTGEYLLRL. The MHC is HLA-A24:03 with pseudo-sequence HLA-A24:03. The binding affinity (normalized) is 0.0847. (5) The peptide sequence is KELYPLTSL. The MHC is HLA-A30:02 with pseudo-sequence HLA-A30:02. The binding affinity (normalized) is 0. (6) The peptide sequence is YTVKYWNL. The MHC is H-2-Kb with pseudo-sequence H-2-Kb. The binding affinity (normalized) is 0.592. (7) The MHC is HLA-A02:03 with pseudo-sequence HLA-A02:03. The peptide sequence is IIRVTTELNI. The binding affinity (normalized) is 0.161. (8) The peptide sequence is AYCLSTGCV. The MHC is Patr-A0701 with pseudo-sequence Patr-A0701. The binding affinity (normalized) is 0.227.